This data is from Tyrosyl-DNA phosphodiesterase HTS with 341,365 compounds. The task is: Binary Classification. Given a drug SMILES string, predict its activity (active/inactive) in a high-throughput screening assay against a specified biological target. (1) The result is 0 (inactive). The molecule is S=c1n(c2NCN(Cc2c(=O)[nH]1)CCC)CCc1sccc1. (2) The drug is S(=O)(=O)(N)c1ccc(NC(=O)C(OC(=O)CCCc2c3c([nH]c2)cccc3)C)cc1. The result is 0 (inactive). (3) The drug is s1c2CCC(Cc2cc1c1n(CC=C)c(SCC(=O)N)nn1)CC. The result is 0 (inactive). (4) The compound is S(=O)(=O)(NNC(=O)c1sc(nc1C)C)c1cc(ccc1)C. The result is 0 (inactive). (5) The drug is S(=O)(=O)(N(CC)CC)c1ccc(NC(=O)C(N(S(=O)(=O)C)c2ccccc2)C)cc1. The result is 0 (inactive).